The task is: Predict the reactants needed to synthesize the given product.. This data is from Full USPTO retrosynthesis dataset with 1.9M reactions from patents (1976-2016). (1) The reactants are: [C:1]([O:5][C:6](=[O:30])[NH:7][C:8]1([C:12]2[CH:17]=[CH:16][C:15]([C:18]3[O:19][C:20]4[C:25]([C:26](=[O:29])[C:27]=3I)=[CH:24][CH:23]=[CH:22][CH:21]=4)=[CH:14][CH:13]=2)[CH2:11][CH2:10][CH2:9]1)([CH3:4])([CH3:3])[CH3:2].[C:31]1(B(O)O)[CH:36]=[CH:35][CH:34]=[CH:33][CH:32]=1.C(=O)([O-])[O-].[Na+].[Na+]. Given the product [C:1]([O:5][C:6](=[O:30])[NH:7][C:8]1([C:12]2[CH:17]=[CH:16][C:15]([C:18]3[O:19][C:20]4[C:25]([C:26](=[O:29])[C:27]=3[C:31]3[CH:36]=[CH:35][CH:34]=[CH:33][CH:32]=3)=[CH:24][CH:23]=[CH:22][CH:21]=4)=[CH:14][CH:13]=2)[CH2:11][CH2:10][CH2:9]1)([CH3:4])([CH3:3])[CH3:2], predict the reactants needed to synthesize it. (2) Given the product [Br:8][C:7]1[C:2]([NH:1][C:10]2[CH2:15][CH2:14][CH2:13][C:12](=[O:16])[CH:11]=2)=[N:3][CH:4]=[C:5]([CH3:9])[CH:6]=1, predict the reactants needed to synthesize it. The reactants are: [NH2:1][C:2]1[C:7]([Br:8])=[CH:6][C:5]([CH3:9])=[CH:4][N:3]=1.[C:10]1(=O)[CH2:15][CH2:14][CH2:13][C:12](=[O:16])[CH2:11]1.O.C1(C)C=CC(S(O)(=O)=O)=CC=1.C(=O)(O)[O-].[Na+]. (3) The reactants are: Cl.[CH3:2][O:3][C:4]1[CH:13]=[C:12]2[C:7]([C:8]([O:19][C@H:20]3[CH2:24][N:23]([C:25](=[O:35])[C@@H:26]([NH:31][C:32](=[O:34])O)[C:27]([CH3:30])([CH3:29])[CH3:28])[C@H:22]([C:36]([O:38][CH3:39])=[O:37])[CH2:21]3)=[CH:9][C:10]([N:14]3[CH:18]=[CH:17][CH:16]=[N:15]3)=[N:11]2)=[CH:6][CH:5]=1.C(N(CC)CC)C.[C:47]([N:51]=C=O)([CH3:50])([CH3:49])[CH3:48]. Given the product [CH3:39][O:38][C:36]([C@@H:22]1[CH2:21][C@@H:20]([O:19][C:8]2[C:7]3[C:12](=[CH:13][C:4]([O:3][CH3:2])=[CH:5][CH:6]=3)[N:11]=[C:10]([N:14]3[CH:18]=[CH:17][CH:16]=[N:15]3)[CH:9]=2)[CH2:24][N:23]1[C:25](=[O:35])[C@@H:26]([NH:31][C:32]([NH:51][C:47]([CH3:50])([CH3:49])[CH3:48])=[O:34])[C:27]([CH3:28])([CH3:29])[CH3:30])=[O:37], predict the reactants needed to synthesize it. (4) Given the product [Br:18][C:19]1[CH:29]=[CH:28][C:27]([OH:30])=[CH:26][C:20]=1[C:21]([O:23][CH2:24][CH3:25])=[O:22], predict the reactants needed to synthesize it. The reactants are: [Cl-].[Al+3].[Cl-].[Cl-].C(S)CCCCCCCCCCC.[Br:18][C:19]1[CH:29]=[CH:28][C:27]([O:30]C)=[CH:26][C:20]=1[C:21]([O:23][CH2:24][CH3:25])=[O:22].O. (5) Given the product [F:70][C:69]1[CH:68]=[C:67]([NH:71][S:72]([CH3:75])(=[O:74])=[O:73])[C:66]([CH3:76])=[CH:65][C:64]=1[C@H:62]([NH:61][C:20]([C:17]1[CH:18]=[C:19]2[C:14](=[CH:15][CH:16]=1)[N:13]=[C:12]([C:23]([F:24])([F:25])[F:26])[CH:11]=[C:10]2[N:7]1[CH2:6][CH2:5][N:4]([CH2:3][CH2:2][OH:1])[CH2:9][CH2:8]1)=[O:22])[CH3:63], predict the reactants needed to synthesize it. The reactants are: [OH:1][CH2:2][CH2:3][N:4]1[CH2:9][CH2:8][N:7]([C:10]2[C:19]3[C:14](=[CH:15][CH:16]=[C:17]([C:20]([OH:22])=O)[CH:18]=3)[N:13]=[C:12]([C:23]([F:26])([F:25])[F:24])[CH:11]=2)[CH2:6][CH2:5]1.F[P-](F)(F)(F)(F)F.C[N+](C)=C(N(C)C)ON1C2N=CC=CC=2N=N1.C(N(CC)C(C)C)(C)C.Cl.[NH2:61][C@@H:62]([C:64]1[C:69]([F:70])=[CH:68][C:67]([NH:71][S:72]([CH3:75])(=[O:74])=[O:73])=[C:66]([CH3:76])[CH:65]=1)[CH3:63].C([O-])(O)=O.[Na+]. (6) Given the product [C:1]([OH:13])(=[O:12])[CH2:2][C:3]([CH2:8][C:9]([OH:11])=[O:10])([C:5]([OH:7])=[O:6])[OH:4].[CH3:45][N:15]([CH3:14])[C:16]1([C:39]2[CH:40]=[CH:41][CH:42]=[CH:43][CH:44]=2)[CH2:21][CH2:20][CH:19]([CH2:22][CH2:23][NH:24][C:25]([NH:27][CH2:28][CH2:29][C:30]2[C:38]3[C:33](=[CH:34][CH:35]=[CH:36][CH:37]=3)[NH:32][CH:31]=2)=[S:26])[CH2:18][CH2:17]1, predict the reactants needed to synthesize it. The reactants are: [C:1]([O-:13])(=[O:12])[CH2:2][C:3]([CH2:8][C:9]([O-:11])=[O:10])([C:5]([O-:7])=[O:6])[OH:4].[CH3:14][N:15]([CH3:45])[C:16]1([C:39]2[CH:44]=[CH:43][CH:42]=[CH:41][CH:40]=2)[CH2:21][CH2:20][CH:19]([CH2:22][CH2:23][NH:24][C:25]([NH:27][CH2:28][CH2:29][C:30]2[C:38]3[C:33](=[CH:34][CH:35]=[CH:36][CH:37]=3)[NH:32][CH:31]=2)=[S:26])[CH2:18][CH2:17]1.C(O)(=O)CC(CC(O)=O)(C(O)=O)O. (7) Given the product [CH3:25][O:26][C:27](=[O:44])[C:28]1[CH:33]=[CH:32][C:31]([O:34][C:35]2[CH:40]=[CH:39][C:38]([CH2:41][N:22]3[CH2:23][CH2:24][CH:19]([N:8]4[C@H:7]([C:1]5[CH:2]=[CH:3][CH:4]=[CH:5][CH:6]=5)[CH2:11][O:10][C:9]4=[N:12][C:13]4[CH:14]=[N:15][CH:16]=[CH:17][CH:18]=4)[CH2:20][CH2:21]3)=[C:37]([CH3:43])[N:36]=2)=[CH:30][CH:29]=1, predict the reactants needed to synthesize it. The reactants are: [C:1]1([C@@H:7]2[CH2:11][O:10][C:9](=[N:12][C:13]3[CH:14]=[N:15][CH:16]=[CH:17][CH:18]=3)[N:8]2[CH:19]2[CH2:24][CH2:23][NH:22][CH2:21][CH2:20]2)[CH:6]=[CH:5][CH:4]=[CH:3][CH:2]=1.[CH3:25][O:26][C:27](=[O:44])[C:28]1[CH:33]=[CH:32][C:31]([O:34][C:35]2[CH:40]=[CH:39][C:38]([CH:41]=O)=[C:37]([CH3:43])[N:36]=2)=[CH:30][CH:29]=1.[BH-](OC(C)=O)(OC(C)=O)OC(C)=O.[Na+].